This data is from Forward reaction prediction with 1.9M reactions from USPTO patents (1976-2016). The task is: Predict the product of the given reaction. (1) Given the reactants [N:1]1[CH:6]=[CH:5][C:4]([CH2:7][C:8]([C:10]2[CH:15]=[CH:14][C:13]([Cl:16])=[CH:12][CH:11]=2)=[O:9])=[CH:3][CH:2]=1.BrCBr.[C:20](=[S:22])=[S:21].[C:23](=O)([O-])[O-].[K+].[K+], predict the reaction product. The product is: [Cl:16][C:13]1[CH:12]=[CH:11][C:10]([C:8](=[O:9])[C:7](=[C:20]2[S:22][CH2:23][S:21]2)[C:4]2[CH:5]=[CH:6][N:1]=[CH:2][CH:3]=2)=[CH:15][CH:14]=1. (2) Given the reactants Br[C:2]1[CH:3]=[C:4]([NH:8][C@H:9]([C:12]2[CH:17]=[CH:16][CH:15]=[CH:14][CH:13]=2)[CH2:10][OH:11])[CH:5]=[N:6][CH:7]=1.CC1(C)C(C)(C)OB([C:26]2[CH:27]=[C:28]3[CH2:34][C:33](=[O:35])[NH:32][C:29]3=[N:30][CH:31]=2)O1.C(=O)([O-])[O-].[K+].[K+], predict the reaction product. The product is: [OH:11][CH2:10][C@H:9]([NH:8][C:4]1[CH:3]=[C:2]([C:26]2[CH:27]=[C:28]3[CH2:34][C:33](=[O:35])[NH:32][C:29]3=[N:30][CH:31]=2)[CH:7]=[N:6][CH:5]=1)[C:12]1[CH:17]=[CH:16][CH:15]=[CH:14][CH:13]=1.